Dataset: Catalyst prediction with 721,799 reactions and 888 catalyst types from USPTO. Task: Predict which catalyst facilitates the given reaction. (1) Reactant: [C:1]([O:5][C:6]([N:8]([CH2:18][C:19]1[CH:24]=[CH:23][C:22]([O:25][CH3:26])=[CH:21][C:20]=1[O:27][CH3:28])[CH:9]1[CH2:12][CH:11]([CH2:13][C:14]([O:16]C)=[O:15])[CH2:10]1)=[O:7])([CH3:4])([CH3:3])[CH3:2].C1COCC1.O.[OH-].[Na+]. Product: [C:1]([O:5][C:6]([N:8]([CH2:18][C:19]1[CH:24]=[CH:23][C:22]([O:25][CH3:26])=[CH:21][C:20]=1[O:27][CH3:28])[CH:9]1[CH2:12][CH:11]([CH2:13][C:14]([OH:16])=[O:15])[CH2:10]1)=[O:7])([CH3:3])([CH3:2])[CH3:4]. The catalyst class is: 5. (2) Reactant: [BH4-].[Na+].[Cl:3][C:4]1[CH:5]=[C:6]([CH:10]([CH3:13])[C:11]#[N:12])[CH:7]=[CH:8][CH:9]=1. Product: [Cl:3][C:4]1[CH:5]=[C:6]([CH:10]([CH3:13])[CH2:11][NH2:12])[CH:7]=[CH:8][CH:9]=1. The catalyst class is: 470. (3) Reactant: Br[C:2]1[CH:3]=[C:4]([CH2:8][C:9]([O:11][CH3:12])=[O:10])[CH:5]=[CH:6][CH:7]=1.[CH2:13]([Sn](CCCC)(CCCC)C=C)[CH2:14]CC.[F-].[Cs+]. Product: [CH:13]([C:2]1[CH:3]=[C:4]([CH2:8][C:9]([O:11][CH3:12])=[O:10])[CH:5]=[CH:6][CH:7]=1)=[CH2:14]. The catalyst class is: 77. (4) Reactant: [NH2:1][C:2]1[S:3][C:4]2[CH:10]=[C:9]([O:11][C:12]3[CH:13]=[C:14]([NH:20][C:21](=[O:33])[C:22]4[CH:27]=[CH:26][CH:25]=[C:24]([C:28]([C:31]#[N:32])([CH3:30])[CH3:29])[CH:23]=4)[CH:15]=[CH:16][C:17]=3[O:18][CH3:19])[CH:8]=[CH:7][C:5]=2[N:6]=1.[O:34]1[CH:38]=[C:37]([C:39](O)=[O:40])[N:36]=[CH:35]1.Cl.C(N=C=NCCCN(C)C)C.ON1C2C=CC=CC=2N=N1.C(N(C(C)C)C(C)C)C. Product: [C:31]([C:28]([C:24]1[CH:23]=[C:22]([CH:27]=[CH:26][CH:25]=1)[C:21]([NH:20][C:14]1[CH:15]=[CH:16][C:17]([O:18][CH3:19])=[C:12]([CH:13]=1)[O:11][C:9]1[CH:8]=[CH:7][C:5]2[N:6]=[C:2]([NH:1][C:39]([C:37]3[N:36]=[CH:35][O:34][CH:38]=3)=[O:40])[S:3][C:4]=2[CH:10]=1)=[O:33])([CH3:30])[CH3:29])#[N:32]. The catalyst class is: 35. (5) Reactant: [C:1]1([CH3:12])[CH:6]=[CH:5][C:4]([O:7][CH2:8][C:9]([Cl:11])=[O:10])=[CH:3][CH:2]=1.[CH2:13]([C:17]1C=CC(OCC(O)=O)=CC=1)[CH2:14]CC.O=S(Cl)Cl. Product: [CH2:12]([C:1]1[CH:6]=[CH:5][C:4]([O:7][CH2:8][C:9]([Cl:11])=[O:10])=[CH:3][CH:2]=1)[CH2:14][CH2:13][CH3:17]. The catalyst class is: 48.